This data is from NCI-60 drug combinations with 297,098 pairs across 59 cell lines. The task is: Regression. Given two drug SMILES strings and cell line genomic features, predict the synergy score measuring deviation from expected non-interaction effect. (1) Drug 1: CC1=C2C(C(=O)C3(C(CC4C(C3C(C(C2(C)C)(CC1OC(=O)C(C(C5=CC=CC=C5)NC(=O)OC(C)(C)C)O)O)OC(=O)C6=CC=CC=C6)(CO4)OC(=O)C)O)C)O. Drug 2: CC1CCCC2(C(O2)CC(NC(=O)CC(C(C(=O)C(C1O)C)(C)C)O)C(=CC3=CSC(=N3)C)C)C. Cell line: SF-295. Synergy scores: CSS=52.9, Synergy_ZIP=-0.183, Synergy_Bliss=0.0613, Synergy_Loewe=-1.15, Synergy_HSA=2.57. (2) Drug 1: C1CCC(CC1)NC(=O)N(CCCl)N=O. Drug 2: CCC1(C2=C(COC1=O)C(=O)N3CC4=CC5=C(C=CC(=C5CN(C)C)O)N=C4C3=C2)O.Cl. Cell line: SF-268. Synergy scores: CSS=42.7, Synergy_ZIP=-1.44, Synergy_Bliss=2.58, Synergy_Loewe=-8.34, Synergy_HSA=4.63. (3) Drug 1: C1CN1P(=S)(N2CC2)N3CC3. Drug 2: C1=NNC2=C1C(=O)NC=N2. Cell line: SK-MEL-28. Synergy scores: CSS=5.06, Synergy_ZIP=-2.59, Synergy_Bliss=-2.77, Synergy_Loewe=-3.68, Synergy_HSA=-3.51. (4) Drug 1: CC1=C2C(C(=O)C3(C(CC4C(C3C(C(C2(C)C)(CC1OC(=O)C(C(C5=CC=CC=C5)NC(=O)C6=CC=CC=C6)O)O)OC(=O)C7=CC=CC=C7)(CO4)OC(=O)C)O)C)OC(=O)C. Drug 2: C1=NC(=NC(=O)N1C2C(C(C(O2)CO)O)O)N. Cell line: SR. Synergy scores: CSS=44.1, Synergy_ZIP=-7.87, Synergy_Bliss=-15.4, Synergy_Loewe=-17.8, Synergy_HSA=-13.9. (5) Drug 1: CC1=CC2C(CCC3(C2CCC3(C(=O)C)OC(=O)C)C)C4(C1=CC(=O)CC4)C. Drug 2: CC1CCC2CC(C(=CC=CC=CC(CC(C(=O)C(C(C(=CC(C(=O)CC(OC(=O)C3CCCCN3C(=O)C(=O)C1(O2)O)C(C)CC4CCC(C(C4)OC)O)C)C)O)OC)C)C)C)OC. Cell line: SF-539. Synergy scores: CSS=13.5, Synergy_ZIP=-3.57, Synergy_Bliss=-1.74, Synergy_Loewe=-17.8, Synergy_HSA=-1.75.